From a dataset of Full USPTO retrosynthesis dataset with 1.9M reactions from patents (1976-2016). Predict the reactants needed to synthesize the given product. Given the product [CH:1]1([C@@H:4]2[N:7]([C:8]3[CH:13]=[CH:12][C:11]([O:14][CH3:15])=[CH:10][CH:9]=3)[C:6](=[O:16])[C@@H:5]2[O:17][Si:21]([CH:25]([CH3:27])[CH3:26])([CH:22]([CH3:24])[CH3:23])[CH:18]([CH3:20])[CH3:19])[CH2:2][CH2:3]1, predict the reactants needed to synthesize it. The reactants are: [CH:1]1([C@@H:4]2[N:7]([C:8]3[CH:13]=[CH:12][C:11]([O:14][CH3:15])=[CH:10][CH:9]=3)[C:6](=[O:16])[C@@H:5]2[OH:17])[CH2:3][CH2:2]1.[CH:18]([Si:21](Cl)([CH:25]([CH3:27])[CH3:26])[CH:22]([CH3:24])[CH3:23])([CH3:20])[CH3:19].